From a dataset of Forward reaction prediction with 1.9M reactions from USPTO patents (1976-2016). Predict the product of the given reaction. (1) Given the reactants Br[CH2:2][C:3]([C:5]1[C:10](=[O:11])[NH:9][C:8]([CH3:12])=[C:7]([C:13]([O:15][CH2:16][CH3:17])=[O:14])[CH:6]=1)=O.[Cl:18][C:19]1[CH:27]=[CH:26][CH:25]=[C:24]([Cl:28])[C:20]=1[C:21]([NH2:23])=[S:22], predict the reaction product. The product is: [Cl:18][C:19]1[CH:27]=[CH:26][CH:25]=[C:24]([Cl:28])[C:20]=1[C:21]1[S:22][CH:2]=[C:3]([C:5]2[C:10](=[O:11])[NH:9][C:8]([CH3:12])=[C:7]([C:13]([O:15][CH2:16][CH3:17])=[O:14])[CH:6]=2)[N:23]=1. (2) Given the reactants [C:1]([Si:5]([CH3:17])([CH3:16])[O:6][C@@H:7]([CH2:9][C:10]#[C:11][Si](C)(C)C)[CH3:8])([CH3:4])([CH3:3])[CH3:2].C(=O)([O-])[O-].[K+].[K+], predict the reaction product. The product is: [C:1]([Si:5]([CH3:16])([CH3:17])[O:6][C@@H:7]([CH2:9][C:10]#[CH:11])[CH3:8])([CH3:4])([CH3:2])[CH3:3]. (3) Given the reactants [CH2:1]([O:8][C:9]1[CH:17]=[CH:16][C:12]([C:13](O)=[O:14])=[CH:11][CH:10]=1)[C:2]1[CH:7]=[CH:6][CH:5]=[CH:4][CH:3]=1.S(Cl)([Cl:20])=O, predict the reaction product. The product is: [CH2:1]([O:8][C:9]1[CH:17]=[CH:16][C:12]([C:13]([Cl:20])=[O:14])=[CH:11][CH:10]=1)[C:2]1[CH:7]=[CH:6][CH:5]=[CH:4][CH:3]=1. (4) Given the reactants CO[C:3]([C:5]1[N:10](OCC2C=CC=CC=2)[C:9](=O)C(OCC(O)=O)=C[CH:6]=1)=O.O[N:26]1[C:30](=O)[CH2:29]CC1=O.[CH3:33]N(C)C=O, predict the reaction product. The product is: [CH:30]([N:26]=[C:9]=[N:10][CH:5]([CH3:3])[CH3:6])([CH3:29])[CH3:33]. (5) Given the reactants [F:1][C:2]([F:15])([F:14])[C:3]([NH:5][CH:6]([CH2:10][CH2:11][CH2:12][CH3:13])C(O)=O)=[O:4].C(Cl)(=O)[C:17]([Cl:19])=[O:18], predict the reaction product. The product is: [F:15][C:2]([F:1])([F:14])[C:3]([NH:5][CH2:6][CH2:10][CH2:11][CH2:12][CH2:13][C:17]([Cl:19])=[O:18])=[O:4]. (6) Given the reactants Cl.[CH3:2][O:3][C:4]1[CH:9]=[CH:8][C:7]([N:10]2[C:14]3[N:15]=[C:16]([NH:19][CH:20]4[CH2:25][CH2:24][NH:23][CH2:22][CH2:21]4)[N:17]=[CH:18][C:13]=3[N:12]=[N:11]2)=[CH:6][CH:5]=1.[CH3:26][N:27]([CH3:32])[CH2:28][C:29](O)=[O:30].F[B-](F)(F)F.N1(OC(N(C)C)=[N+](C)C)C2C=CC=CC=2N=N1.O.ON1C2C=CC=CC=2N=N1.CN1CCOCC1, predict the reaction product. The product is: [CH3:26][N:27]([CH3:32])[CH2:28][C:29]([N:23]1[CH2:24][CH2:25][CH:20]([NH:19][C:16]2[N:17]=[CH:18][C:13]3[N:12]=[N:11][N:10]([C:7]4[CH:8]=[CH:9][C:4]([O:3][CH3:2])=[CH:5][CH:6]=4)[C:14]=3[N:15]=2)[CH2:21][CH2:22]1)=[O:30]. (7) Given the reactants [Cl:1][C:2]1[CH:7]=[CH:6][C:5]([CH2:8]Cl)=[CH:4][N:3]=1.[CH3:10][N:11]1[CH2:16][CH2:15][NH:14][CH2:13][CH2:12]1.C(=O)([O-])[O-].[K+].[K+], predict the reaction product. The product is: [Cl:1][C:2]1[N:3]=[CH:4][C:5]([CH2:8][N:14]2[CH2:15][CH2:16][N:11]([CH3:10])[CH2:12][CH2:13]2)=[CH:6][CH:7]=1. (8) Given the reactants [I:1][C:2]1[CH:3]=[C:4]([CH:17]=[C:18]([O:22][CH3:23])[C:19]=1[O:20][CH3:21])[CH2:5][CH:6]([C:12](=O)[CH2:13][CH2:14][CH3:15])[C:7](OCC)=[O:8].C(=O)(O)O.[NH2:28][C:29]([NH2:31])=[NH:30], predict the reaction product. The product is: [NH2:31][C:29]1[N:30]=[C:7]([OH:8])[C:6]([CH2:5][C:4]2[CH:17]=[C:18]([O:22][CH3:23])[C:19]([O:20][CH3:21])=[C:2]([I:1])[CH:3]=2)=[C:12]([CH2:13][CH2:14][CH3:15])[N:28]=1.